From a dataset of Reaction yield outcomes from USPTO patents with 853,638 reactions. Predict the reaction yield, written as a fraction of the theoretical maximum amount of product (1.0 means a 100% yield; for example, 0.34 means a 34% yield). (1) The reactants are I[CH2:2][CH2:3][S:4][C:5]1[CH:11]=[CH:10][C:9]([N+:12]([O-:14])=[O:13])=[CH:8][C:6]=1[NH2:7].C(=O)([O-])[O-].[K+].[K+]. The catalyst is CN(C=O)C.O. The product is [N+:12]([C:9]1[CH:10]=[CH:11][C:5]2[S:4][CH2:3][CH2:2][NH:7][C:6]=2[CH:8]=1)([O-:14])=[O:13]. The yield is 0.870. (2) The reactants are [CH3:1][S:2]([CH2:5][CH2:6][CH2:7][O:8][C:9]1[CH:17]=[CH:16][CH:15]=[C:14]2[C:10]=1[CH:11]=[CH:12][NH:13]2)(=[O:4])=[O:3].[Cl:18][C:19]1[N:24]=[C:23](Cl)[CH:22]=[CH:21][N:20]=1.C1C=CC2N(O)N=NC=2C=1.C([O-])([O-])=O.[K+].[K+]. The catalyst is CC(O)C.CC(N(C)C)=O. The product is [Cl:18][C:19]1[N:24]=[C:23]([N:13]2[C:14]3[C:10](=[C:9]([O:8][CH2:7][CH2:6][CH2:5][S:2]([CH3:1])(=[O:4])=[O:3])[CH:17]=[CH:16][CH:15]=3)[CH:11]=[CH:12]2)[CH:22]=[CH:21][N:20]=1. The yield is 0.940. (3) The reactants are [NH:1]1[C:9]2[C:4](=[CH:5][CH:6]=[CH:7][CH:8]=2)[C:3](C=O)=[CH:2]1.[OH-].[K+].[C:14]1([S:20](Cl)(=[O:22])=[O:21])[CH:19]=[CH:18][CH:17]=[CH:16][CH:15]=1.[CH2:24]([OH:26])C. No catalyst specified. The product is [C:14]1([S:20]([N:1]2[C:9]3[C:4](=[CH:5][C:6]([CH:24]=[O:26])=[CH:7][CH:8]=3)[CH:3]=[CH:2]2)(=[O:22])=[O:21])[CH:19]=[CH:18][CH:17]=[CH:16][CH:15]=1. The yield is 0.326. (4) The reactants are C([O:3][C:4]([CH:6]1[C:15]([CH2:16][NH:17][C@H:18]([C:26]([O:28][CH3:29])=[O:27])[CH2:19][CH:20]2[CH2:25][CH2:24][CH2:23][CH2:22][CH2:21]2)=[CH:14][C:13]2[C:8](=[CH:9][CH:10]=[CH:11][C:12]=2[Cl:30])[O:7]1)=O)C. The catalyst is C(#N)C. The product is [CH3:29][O:28][C:26](=[O:27])[C@@H:18]([N:17]1[CH2:16][C:15]2=[CH:14][C:13]3[C:12]([Cl:30])=[CH:11][CH:10]=[CH:9][C:8]=3[O:7][CH:6]2[C:4]1=[O:3])[CH2:19][CH:20]1[CH2:25][CH2:24][CH2:23][CH2:22][CH2:21]1. The yield is 0.746. (5) The reactants are Cl[C:2]1[CH:15]=[CH:14][C:5]([C:6]([C:8]2[CH:13]=[CH:12][CH:11]=[CH:10][CH:9]=2)=[O:7])=[CH:4][CH:3]=1.[SH:16][CH2:17][C:18]([OH:20])=[O:19].CN(C=O)C.[OH-].[Na+]. The catalyst is O. The product is [C:18]([CH2:17][S:16][C:2]1[CH:15]=[CH:14][C:5]([C:6]([C:8]2[CH:13]=[CH:12][CH:11]=[CH:10][CH:9]=2)=[O:7])=[CH:4][CH:3]=1)([OH:20])=[O:19]. The yield is 0.750. (6) The product is [CH3:1][S:2]([CH2:5][CH2:6][N:7]1[CH2:8][CH2:9][CH:10]([C:13]2[CH:18]=[CH:17][C:16]([NH2:19])=[C:15]([CH2:22][CH2:23][CH3:24])[CH:14]=2)[CH2:11][CH2:12]1)(=[O:4])=[O:3]. No catalyst specified. The yield is 0.740. The reactants are [CH3:1][S:2]([CH2:5][CH2:6][N:7]1[CH2:12][CH:11]=[C:10]([C:13]2[CH:18]=[CH:17][C:16]([N+:19]([O-])=O)=[C:15]([CH2:22][CH2:23][CH3:24])[CH:14]=2)[CH2:9][CH2:8]1)(=[O:4])=[O:3].C1[C@@H]2CN(C3CCN(C4C=CC(N)=C(OC)C=4)CC3)CCN2CCO1. (7) The reactants are Br[C:2]1[CH:7]=[CH:6][CH:5]=[CH:4][C:3]=1[C:8]1[CH:13]=[CH:12][C:11]([S:14]([CH3:17])(=[O:16])=[O:15])=[CH:10][CH:9]=1.[Cl:18][C:19]1[CH:20]=[C:21](B(O)O)[CH:22]=[CH:23][C:24]=1[O:25][CH3:26]. No catalyst specified. The product is [Cl:18][C:19]1[CH:20]=[C:21]([C:2]2[CH:7]=[CH:6][CH:5]=[CH:4][C:3]=2[C:8]2[CH:13]=[CH:12][C:11]([S:14]([CH3:17])(=[O:16])=[O:15])=[CH:10][CH:9]=2)[CH:22]=[CH:23][C:24]=1[O:25][CH3:26]. The yield is 0.690.